From a dataset of Acute oral toxicity (LD50) regression data from Zhu et al.. Regression/Classification. Given a drug SMILES string, predict its toxicity properties. Task type varies by dataset: regression for continuous values (e.g., LD50, hERG inhibition percentage) or binary classification for toxic/non-toxic outcomes (e.g., AMES mutagenicity, cardiotoxicity, hepatotoxicity). Dataset: ld50_zhu. The drug is O=C(Cc1ccc(-c2ccccc2)cc1)OCCF. The rat oral LD50 is 4.63, given as -log10 of the dose in mol/kg body weight (higher means more acutely toxic).